This data is from Catalyst prediction with 721,799 reactions and 888 catalyst types from USPTO. The task is: Predict which catalyst facilitates the given reaction. (1) Product: [OH:4][CH2:5][C@@H:6]1[C@@H:11]([OH:12])[C@H:10]([OH:16])[C@H:9]([OH:17])[C@@H:8]([C:18]2[CH:23]=[CH:22][CH:21]=[C:20]([O:24][C:33]3[CH:38]=[CH:37][N:36]=[CH:35][CH:34]=3)[CH:19]=2)[O:7]1. Reactant: C([O:4][CH2:5][C@@H:6]1[C@@H:11]([O:12]C(=O)C)[C@H:10]([OH:16])[C@H:9]([OH:17])[C@@H:8]([C:18]2[CH:23]=[CH:22][CH:21]=[C:20]([O:24][Si](C(C)(C)C)(C)C)[CH:19]=2)[O:7]1)(=O)C.Cl[C:33]1[CH:38]=[CH:37][N:36]=[CH:35][CH:34]=1.C([O-])([O-])=O.[Cs+].[Cs+]. The catalyst class is: 3. (2) Reactant: [N+:1]([C:4]1[CH:29]=[CH:28][C:7]([C:8]([NH:10][C:11]2[CH:12]=[CH:13][C:14]([O:17][C:18](=[O:27])[N:19]([CH3:26])[C:20]3[CH:25]=[CH:24][CH:23]=[CH:22][CH:21]=3)=[N:15][CH:16]=2)=[O:9])=[CH:6][CH:5]=1)([O-])=O.[H][H]. Product: [NH2:1][C:4]1[CH:29]=[CH:28][C:7]([C:8]([NH:10][C:11]2[CH:12]=[CH:13][C:14]([O:17][C:18](=[O:27])[N:19]([CH3:26])[C:20]3[CH:25]=[CH:24][CH:23]=[CH:22][CH:21]=3)=[N:15][CH:16]=2)=[O:9])=[CH:6][CH:5]=1. The catalyst class is: 13.